Dataset: Full USPTO retrosynthesis dataset with 1.9M reactions from patents (1976-2016). Task: Predict the reactants needed to synthesize the given product. (1) Given the product [CH2:1]([C:3]1[CH:4]=[C:5]([C:11]2[CH:16]=[CH:15][C:14]([C:17]3[CH:21]=[CH:20][NH:19][N:18]=3)=[CH:13][CH:12]=2)[CH:6]=[CH:7][C:8]=1[OH:9])[CH3:2], predict the reactants needed to synthesize it. The reactants are: [CH2:1]([C:3]1[CH:4]=[C:5]([C:11]2[CH:16]=[CH:15][C:14]([C:17]3[CH:21]=[CH:20][NH:19][N:18]=3)=[CH:13][CH:12]=2)[CH:6]=[CH:7][C:8]=1[O:9]C)[CH3:2].C(=O)=O.CC(C)=O.B(Br)(Br)Br.CC#N. (2) Given the product [ClH:36].[NH2:1][C:2]1[N:7]=[C:6]([CH2:8][CH2:9][O:10][C:11]2[CH:12]=[CH:13][C:14]([NH:17][C:18]([C:20]3[C:21]([C:26]4[CH:27]=[CH:28][C:29]([C:32]([F:35])([F:33])[F:34])=[CH:30][CH:31]=4)=[CH:22][CH:23]=[CH:24][CH:25]=3)=[O:19])=[CH:15][CH:16]=2)[CH:5]=[CH:4][CH:3]=1, predict the reactants needed to synthesize it. The reactants are: [NH2:1][C:2]1[N:7]=[C:6]([CH2:8][CH2:9][O:10][C:11]2[CH:16]=[CH:15][C:14]([NH:17][C:18]([C:20]3[C:21]([C:26]4[CH:31]=[CH:30][C:29]([C:32]([F:35])([F:34])[F:33])=[CH:28][CH:27]=4)=[CH:22][CH:23]=[CH:24][CH:25]=3)=[O:19])=[CH:13][CH:12]=2)[CH:5]=[CH:4][CH:3]=1.[ClH:36].C(OC(C)C)(C)C. (3) Given the product [F:18][C:15]1[CH:16]=[CH:17][C:12]([CH:8]([C:5]2[CH:4]=[CH:3][C:2]([F:1])=[CH:7][CH:6]=2)[C:9]([NH:19][CH2:20][CH2:21][CH2:22][N:23]2[CH2:24][CH2:25][CH:26]([C:29]3[N:34]=[C:33]([NH:35][C:36](=[O:40])[CH:37]([CH3:38])[CH3:39])[CH:32]=[CH:31][CH:30]=3)[CH2:27][CH2:28]2)=[O:11])=[CH:13][CH:14]=1, predict the reactants needed to synthesize it. The reactants are: [F:1][C:2]1[CH:7]=[CH:6][C:5]([CH:8]([C:12]2[CH:17]=[CH:16][C:15]([F:18])=[CH:14][CH:13]=2)[C:9]([OH:11])=O)=[CH:4][CH:3]=1.[NH2:19][CH2:20][CH2:21][CH2:22][N:23]1[CH2:28][CH2:27][CH:26]([C:29]2[N:34]=[C:33]([NH:35][C:36](=[O:40])[CH:37]([CH3:39])[CH3:38])[CH:32]=[CH:31][CH:30]=2)[CH2:25][CH2:24]1. (4) Given the product [F:14][C:13]([F:16])([F:15])[C:10]([CH2:12][N:21]1[CH2:26][CH2:25][S:24][CH2:23][CH2:22]1)([OH:11])[CH2:9][C:8]([C:6]1[CH:7]=[C:2]([F:1])[CH:3]=[CH:4][C:5]=1[O:19][CH3:20])([CH3:18])[CH3:17], predict the reactants needed to synthesize it. The reactants are: [F:1][C:2]1[CH:3]=[CH:4][C:5]([O:19][CH3:20])=[C:6]([C:8]([CH3:18])([CH3:17])[CH2:9][C:10]2([C:13]([F:16])([F:15])[F:14])[CH2:12][O:11]2)[CH:7]=1.[NH:21]1[CH2:26][CH2:25][S:24][CH2:23][CH2:22]1.